The task is: Predict the reactants needed to synthesize the given product.. This data is from Full USPTO retrosynthesis dataset with 1.9M reactions from patents (1976-2016). Given the product [CH2:1]([O:3][C:4](=[O:23])[CH2:5][C:6]1[CH:11]=[CH:10][C:9]([O:12][CH3:13])=[C:8]([C:25]2[C:30]([C:31]#[N:32])=[CH:29][CH:28]=[CH:27][N:26]=2)[CH:7]=1)[CH3:2], predict the reactants needed to synthesize it. The reactants are: [CH2:1]([O:3][C:4](=[O:23])[CH2:5][C:6]1[CH:11]=[CH:10][C:9]([O:12][CH3:13])=[C:8](B2OC(C)(C)C(C)(C)O2)[CH:7]=1)[CH3:2].Cl[C:25]1[C:30]([C:31]#[N:32])=[CH:29][CH:28]=[CH:27][N:26]=1.C(=O)([O-])[O-].[K+].[K+].